Dataset: Catalyst prediction with 721,799 reactions and 888 catalyst types from USPTO. Task: Predict which catalyst facilitates the given reaction. (1) Reactant: [C:1]([C:3]1[CH:11]=[CH:10][C:6]([C:7](Cl)=[O:8])=[CH:5][CH:4]=1)#[N:2].O[NH:13][C:14]([C:16]1[CH:21]=[CH:20][C:19]([C:22]2[CH:27]=[CH:26][C:25]([O:28][CH2:29][CH2:30][CH2:31][C:32]([OH:34])=[O:33])=[CH:24][CH:23]=2)=[CH:18][CH:17]=1)=[NH:15].N1C=CC=CC=1. Product: [C:1]([C:3]1[CH:11]=[CH:10][C:6]([C:7]2[O:8][N:15]=[C:14]([C:16]3[CH:17]=[CH:18][C:19]([C:22]4[CH:27]=[CH:26][C:25]([O:28][CH2:29][CH2:30][CH2:31][C:32]([OH:34])=[O:33])=[CH:24][CH:23]=4)=[CH:20][CH:21]=3)[N:13]=2)=[CH:5][CH:4]=1)#[N:2]. The catalyst class is: 12. (2) Reactant: [Cl:1][C:2]1[CH:14]=[N:13][C:5]2[NH:6][C:7]3[CH2:12][CH2:11][NH:10][CH2:9][C:8]=3[C:4]=2[CH:3]=1.CCN(C(C)C)C(C)C.[Cl:24][C:25]1[CH:33]=[CH:32][C:28]([C:29](Cl)=[O:30])=[CH:27][CH:26]=1. Product: [ClH:1].[Cl:24][C:25]1[CH:33]=[CH:32][C:28]([C:29]([N:10]2[CH2:11][CH2:12][C:7]3[NH:6][C:5]4[N:13]=[CH:14][C:2]([Cl:1])=[CH:3][C:4]=4[C:8]=3[CH2:9]2)=[O:30])=[CH:27][CH:26]=1. The catalyst class is: 1. (3) Reactant: Br[C:2]1[CH:3]=[C:4]([C:9]([F:12])([F:11])[F:10])[C:5]([NH2:8])=[N:6][CH:7]=1.[O:13]1[CH:17]=[CH:16][C:15](B(O)O)=[CH:14]1.[O-]P([O-])([O-])=O.[K+].[K+].[K+]. Product: [O:13]1[CH:17]=[CH:16][C:15]([C:2]2[CH:3]=[C:4]([C:9]([F:12])([F:11])[F:10])[C:5]([NH2:8])=[N:6][CH:7]=2)=[CH:14]1. The catalyst class is: 755. (4) Reactant: C([O:3][C:4](=[O:28])[CH2:5][C:6]1[C:7]([CH3:27])=[C:8]([S:19][C:20]2[CH:25]=[CH:24][C:23]([Cl:26])=[CH:22][CH:21]=2)[N:9]2[C:14]=1[CH:13]=[C:12]([C:15]([F:18])([F:17])[F:16])[CH:11]=[CH:10]2)C.CO.O.[OH-].[Li+]. Product: [Cl:26][C:23]1[CH:22]=[CH:21][C:20]([S:19][C:8]2[N:9]3[C:14]([CH:13]=[C:12]([C:15]([F:18])([F:16])[F:17])[CH:11]=[CH:10]3)=[C:6]([CH2:5][C:4]([OH:28])=[O:3])[C:7]=2[CH3:27])=[CH:25][CH:24]=1. The catalyst class is: 15. (5) Reactant: Cl[C:2]1[N:7]=[C:6]([NH:8][C:9]2[CH:14]=[CH:13][CH:12]=[CH:11][C:10]=2[S:15]([N:18]([CH3:20])[CH3:19])(=[O:17])=[O:16])[C:5]([Cl:21])=[CH:4][N:3]=1.[CH3:22][N:23]([CH:31]1[CH2:36][CH2:35][N:34]([CH3:37])[CH2:33][CH2:32]1)[C:24]1[CH:29]=[CH:28][C:27]([NH2:30])=[CH:26][CH:25]=1. Product: [Cl:21][C:5]1[C:6]([NH:8][C:9]2[CH:14]=[CH:13][CH:12]=[CH:11][C:10]=2[S:15]([N:18]([CH3:20])[CH3:19])(=[O:17])=[O:16])=[N:7][C:2]([NH:30][C:27]2[CH:26]=[CH:25][C:24]([N:23]([CH3:22])[CH:31]3[CH2:36][CH2:35][N:34]([CH3:37])[CH2:33][CH2:32]3)=[CH:29][CH:28]=2)=[N:3][CH:4]=1. The catalyst class is: 61. (6) Product: [I-:1].[CH3:2][N+:11]1[CH:12]=[CH:13][C:8]([N:3]2[CH2:4][CH2:5][CH2:6][CH2:7]2)=[CH:9][CH:10]=1. Reactant: [I:1][CH3:2].[N:3]1([C:8]2[CH:13]=[CH:12][N:11]=[CH:10][CH:9]=2)[CH2:7][CH2:6][CH2:5][CH2:4]1. The catalyst class is: 8. (7) Reactant: [CH:1]1([C:6]2[CH:11]=[C:10]([F:12])[CH:9]=[CH:8][C:7]=2[OH:13])[CH2:5][CH2:4][CH2:3][CH2:2]1.C(N(CC)CC)C.Cl[C:22]([O:24][CH3:25])=[O:23]. The catalyst class is: 4. Product: [C:22](=[O:23])([O:24][CH3:25])[O:13][C:7]1[CH:8]=[CH:9][C:10]([F:12])=[CH:11][C:6]=1[CH:1]1[CH2:2][CH2:3][CH2:4][CH2:5]1. (8) Reactant: [Si]([O:8][CH2:9][CH2:10][O:11][C:12]1[CH:13]=[CH:14][C:15]([CH:29]=O)=[N:16][C:17]=1[C:18]1[CH:23]=[CH:22][C:21]([S:24]([CH3:27])(=[O:26])=[O:25])=[CH:20][C:19]=1[CH3:28])(C(C)(C)C)(C)C.[NH2:31][C:32]1[CH:40]=[C:39]([O:41][CH3:42])[CH:38]=[C:37]([O:43][CH3:44])[C:33]=1[C:34]([NH2:36])=[O:35].OS([O-])=O.[Na+].O.C1(C)C=CC(S(O)(=O)=O)=CC=1. Product: [OH:8][CH2:9][CH2:10][O:11][C:12]1[CH:13]=[CH:14][C:15]([C:29]2[NH:36][C:34](=[O:35])[C:33]3[C:32](=[CH:40][C:39]([O:41][CH3:42])=[CH:38][C:37]=3[O:43][CH3:44])[N:31]=2)=[N:16][C:17]=1[C:18]1[CH:23]=[CH:22][C:21]([S:24]([CH3:27])(=[O:26])=[O:25])=[CH:20][C:19]=1[CH3:28]. The catalyst class is: 80.